This data is from Catalyst prediction with 721,799 reactions and 888 catalyst types from USPTO. The task is: Predict which catalyst facilitates the given reaction. (1) Reactant: [OH:1][C:2]1[CH:9]=[CH:8][C:5]([CH:6]=[O:7])=[CH:4][CH:3]=1.[C:10]([N:13]1[CH2:18][CH2:17][NH:16][CH2:15][CH2:14]1)(=[O:12])[CH3:11].[CH2:19]=O. Product: [C:10]([N:13]1[CH2:18][CH2:17][N:16]([CH2:19][C:3]2[CH:4]=[C:5]([CH:8]=[CH:9][C:2]=2[OH:1])[CH:6]=[O:7])[CH2:15][CH2:14]1)(=[O:12])[CH3:11]. The catalyst class is: 14. (2) Reactant: [CH3:1][O:2][C:3]1[CH:4]=[C:5]2[C:10](=[CH:11][CH:12]=1)[CH:9]=[C:8]([CH:13]([CH3:37])[C:14]([O:16][C@@H:17]([C:27]1[CH:32]=[CH:31][C:30]([O:33][CH3:34])=[C:29]([O:35][CH3:36])[CH:28]=1)[CH2:18][C:19]1[C:24]([Cl:25])=[CH:23][N:22]=[CH:21][C:20]=1[Cl:26])=[O:15])[CH:7]=[CH:6]2.CO. Product: [CH3:1][O:2][C:3]1[CH:4]=[C:5]2[C:10](=[CH:11][CH:12]=1)[CH:9]=[C:8]([C@@H:13]([CH3:37])[C:14]([O:16][C@H:17]([C:27]1[CH:32]=[CH:31][C:30]([O:33][CH3:34])=[C:29]([O:35][CH3:36])[CH:28]=1)[CH2:18][C:19]1[C:24]([Cl:25])=[CH:23][N:22]=[CH:21][C:20]=1[Cl:26])=[O:15])[CH:7]=[CH:6]2. The catalyst class is: 22. (3) Reactant: [NH2:1][C:2]([CH2:7][O:8][CH2:9][C:10]1[CH:15]=[CH:14][CH:13]=[CH:12][CH:11]=1)([CH2:5][CH3:6])[C:3]#[N:4].[N:16]1([C:22]([NH:24][CH:25]([CH2:29][Si:30]([CH3:33])([CH3:32])[CH3:31])[C:26](O)=[O:27])=[O:23])[CH2:21][CH2:20][O:19][CH2:18][CH2:17]1.CN(C(ON1N=NC2C=CC=NC1=2)=[N+](C)C)C.F[P-](F)(F)(F)(F)F.CCN(C(C)C)C(C)C. Product: [CH2:9]([O:8][CH2:7][C:2]([NH:1][C:26]([CH:25]([NH:24][C:22]([N:16]1[CH2:21][CH2:20][O:19][CH2:18][CH2:17]1)=[O:23])[CH2:29][Si:30]([CH3:33])([CH3:31])[CH3:32])=[O:27])([C:3]#[N:4])[CH2:5][CH3:6])[C:10]1[CH:11]=[CH:12][CH:13]=[CH:14][CH:15]=1. The catalyst class is: 39. (4) Reactant: [CH2:1]([O:8][C:9]1[CH:10]=[C:11]2[C:16](=[CH:17][CH:18]=1)[N:15]=[CH:14][CH:13]=[C:12]2[OH:19])[C:2]1[CH:7]=[CH:6][CH:5]=[CH:4][CH:3]=1.[N+:20]([O-])([OH:22])=[O:21]. Product: [CH2:1]([O:8][C:9]1[CH:10]=[C:11]2[C:16](=[CH:17][CH:18]=1)[N:15]=[CH:14][C:13]([N+:20]([O-:22])=[O:21])=[C:12]2[OH:19])[C:2]1[CH:3]=[CH:4][CH:5]=[CH:6][CH:7]=1. The catalyst class is: 796.